This data is from Reaction yield outcomes from USPTO patents with 853,638 reactions. The task is: Predict the reaction yield, written as a fraction of the theoretical maximum amount of product (1.0 means a 100% yield; for example, 0.34 means a 34% yield). (1) The reactants are [CH2:1]1[C:9]2[C:4](=[CH:5][CH:6]=[CH:7][CH:8]=2)[CH2:3][NH:2]1.[CH3:10][O:11][C:12]1[CH:17]=[CH:16][C:15]([N:18]=[C:19]=[O:20])=[C:14]([CH3:21])[CH:13]=1. The catalyst is O1CCOCC1. The product is [CH3:10][O:11][C:12]1[CH:17]=[CH:16][C:15]([NH:18][C:19]([N:2]2[CH2:3][C:4]3[C:9](=[CH:8][CH:7]=[CH:6][CH:5]=3)[CH2:1]2)=[O:20])=[C:14]([CH3:21])[CH:13]=1. The yield is 0.840. (2) The reactants are Cl[CH2:2][CH2:3][CH2:4][S:5]([O:8][CH2:9][CH2:10][CH2:11][CH3:12])(=[O:7])=[O:6].C([Li])CCC. The catalyst is C1COCC1. The product is [CH:4]1([S:5]([O:8][CH2:9][CH2:10][CH2:11][CH3:12])(=[O:7])=[O:6])[CH2:2][CH2:3]1. The yield is 0.782.